Dataset: Reaction yield outcomes from USPTO patents with 853,638 reactions. Task: Predict the reaction yield, written as a fraction of the theoretical maximum amount of product (1.0 means a 100% yield; for example, 0.34 means a 34% yield). The reactants are [NH2:1][C:2]1[CH:3]=[C:4]([OH:12])[C:5](=[CH:10][CH:11]=1)[C:6]([O:8][CH3:9])=[O:7].[CH3:13][C:14]1[O:15][C:16]([C:23]([F:26])([F:25])[F:24])=[CH:17][C:18]=1[S:19](Cl)(=[O:21])=[O:20]. No catalyst specified. The product is [OH:12][C:4]1[CH:3]=[C:2]([NH:1][S:19]([C:18]2[CH:17]=[C:16]([C:23]([F:26])([F:24])[F:25])[O:15][C:14]=2[CH3:13])(=[O:21])=[O:20])[CH:11]=[CH:10][C:5]=1[C:6]([O:8][CH3:9])=[O:7]. The yield is 0.670.